This data is from Full USPTO retrosynthesis dataset with 1.9M reactions from patents (1976-2016). The task is: Predict the reactants needed to synthesize the given product. (1) Given the product [C:3]([C:2]([NH:1][C:44](=[O:45])[CH:43]([O:42][C:38]1[CH:39]=[C:40]2[C:35](=[CH:36][CH:37]=1)[N:34]=[CH:33][C:32]([C:30]#[CH:31])=[CH:41]2)[S:47][CH3:48])([CH3:7])[CH2:5][F:6])#[N:4], predict the reactants needed to synthesize it. The reactants are: [NH2:1][C:2]([CH3:7])([CH2:5][F:6])[C:3]#[N:4].ON1C2N=CC=CC=2N=N1.CN(C)CCCN=C=NCC.Cl.[C:30]([C:32]1[CH:33]=[N:34][C:35]2[C:40]([CH:41]=1)=[CH:39][C:38]([O:42][CH:43]([S:47][CH3:48])[C:44](O)=[O:45])=[CH:37][CH:36]=2)#[CH:31]. (2) Given the product [F:14][C:15]1[CH:20]=[C:19]([C:2]2[C:10]3[C:5](=[CH:6][C:7]([N+:11]([O-:13])=[O:12])=[CH:8][CH:9]=3)[NH:4][N:3]=2)[CH:18]=[CH:17][CH:16]=1, predict the reactants needed to synthesize it. The reactants are: Br[C:2]1[C:10]2[C:5](=[CH:6][C:7]([N+:11]([O-:13])=[O:12])=[CH:8][CH:9]=2)[NH:4][N:3]=1.[F:14][C:15]1[CH:16]=[C:17]([Sn](CCCC)(CCCC)CCCC)[CH:18]=[CH:19][CH:20]=1.C(OCC)(=O)C. (3) Given the product [F:1][C:2]1[CH:3]=[CH:4][C:5]([CH2:6][N:7]2[CH2:11][CH2:10][N:9]([C:12]3[CH:16]=[C:15]([C:17]([NH:35][CH2:36][C:41]4[CH:40]=[CH:39][CH:38]=[CH:37][N:33]=4)=[O:18])[NH:14][N:13]=3)[C:8]2=[O:29])=[CH:30][CH:31]=1, predict the reactants needed to synthesize it. The reactants are: [F:1][C:2]1[CH:31]=[CH:30][C:5]([CH2:6][N:7]2[CH2:11][CH2:10][N:9]([C:12]3[CH:16]=[C:15]([C:17](O)=[O:18])[N:14](CC4C=CC(OC)=CC=4)[N:13]=3)[C:8]2=[O:29])=[CH:4][CH:3]=1.O[N:33]1[C:37]2[CH:38]=[CH:39][CH:40]=[CH:41][C:36]=2[N:35]=N1.F[B-](F)(F)F.N1(OC(N(C)C)=[N+](C)C)C2C=CC=CC=2N=N1.C(N(CC)C(C)C)(C)C.N1C=CC=CC=1CN. (4) Given the product [Cl:23][C:24]1[N:32]=[CH:31][CH:30]=[CH:29][C:25]=1[C:26]([NH:22][C:13]1[C:14]([N:15]2[CH2:20][CH2:19][N:18]([CH3:21])[CH2:17][CH2:16]2)=[C:2]([Cl:1])[CH:3]=[C:4]2[C:12]=1[NH:11][C:10]1[CH:9]=[N:8][CH:7]=[CH:6][C:5]2=1)=[O:27], predict the reactants needed to synthesize it. The reactants are: [Cl:1][C:2]1[CH:3]=[C:4]2[C:12](=[C:13]([NH2:22])[C:14]=1[N:15]1[CH2:20][CH2:19][N:18]([CH3:21])[CH2:17][CH2:16]1)[NH:11][C:10]1[CH:9]=[N:8][CH:7]=[CH:6][C:5]2=1.[Cl:23][C:24]1[N:32]=[CH:31][CH:30]=[CH:29][C:25]=1[C:26](O)=[O:27].C([O-])(=O)C.[NH4+]. (5) Given the product [CH3:24][C:25]1[CH:33]=[CH:32][CH:31]=[CH:30][C:26]=1[C:27]([O:23][C@@:9]1([C:14]#[C:15][C:16]2[CH:17]=[C:18]([CH3:22])[CH:19]=[CH:20][CH:21]=2)[CH2:10][CH2:11][CH2:12][C@@H:13]2[C@H:8]1[CH2:7][CH2:6][N:5]2[C:3]([O:2][CH3:1])=[O:4])=[O:28], predict the reactants needed to synthesize it. The reactants are: [CH3:1][O:2][C:3]([N:5]1[C@@H:13]2[C@@H:8]([C@@:9]([OH:23])([C:14]#[C:15][C:16]3[CH:17]=[C:18]([CH3:22])[CH:19]=[CH:20][CH:21]=3)[CH2:10][CH2:11][CH2:12]2)[CH2:7][CH2:6]1)=[O:4].[CH3:24][C:25]1[CH:33]=[CH:32][CH:31]=[CH:30][C:26]=1[C:27](O)=[O:28].